From a dataset of Full USPTO retrosynthesis dataset with 1.9M reactions from patents (1976-2016). Predict the reactants needed to synthesize the given product. (1) Given the product [C:1]([C:3]1[CH:19]=[CH:18][C:6]([O:7][C:8]2[CH:9]=[CH:10][C:11]3[B:15]([OH:16])[O:14][CH2:13][C:12]=3[CH:17]=2)=[C:5]([CH2:20][OH:21])[CH:4]=1)#[N:2], predict the reactants needed to synthesize it. The reactants are: [C:1]([C:3]1[CH:19]=[CH:18][C:6]([O:7][C:8]2[CH:9]=[CH:10][C:11]3[B:15]([OH:16])[O:14][CH2:13][C:12]=3[CH:17]=2)=[C:5]([CH:20]=[O:21])[CH:4]=1)#[N:2].[BH4-].[Na+]. (2) Given the product [F:26][C:24]([F:25])([F:27])[C:20]1[CH:19]=[C:18]([CH:23]=[CH:22][CH:21]=1)[CH2:17][C@@H:9]1[CH2:8][C@H:7]([C:5]2[O:4][NH:3][C:2](=[O:1])[CH:6]=2)[CH2:12][CH2:11][NH:10]1, predict the reactants needed to synthesize it. The reactants are: [O:1]=[C:2]1[CH:6]=[C:5]([C@@H:7]2[CH2:12][CH2:11][N:10](C(OC)=O)[C@H:9]([CH2:17][C:18]3[CH:23]=[CH:22][CH:21]=[C:20]([C:24]([F:27])([F:26])[F:25])[CH:19]=3)[CH2:8]2)[O:4][NH:3]1.Br. (3) Given the product [NH2:5][C:4]1[N:24]([CH:21]2[CH2:22][CH2:23][C:18]([F:26])([F:17])[CH2:19][CH2:20]2)[N:25]=[CH:15][C:3]=1[C:2]#[N:1], predict the reactants needed to synthesize it. The reactants are: [NH2:1][C:2]1N(C2C=CC=CC=2OC)[N:5]=[CH:4][C:3]=1[C:15]#N.[F:17][C:18]1([F:26])[CH2:23][CH2:22][CH:21]([NH:24][NH2:25])[CH2:20][CH2:19]1. (4) Given the product [CH3:1][N:2]([CH3:17])[S:3]([C:6]1[C:11]([Cl:12])=[CH:10][CH:9]=[C:8]([NH2:13])[C:7]=1[OH:16])(=[O:5])=[O:4], predict the reactants needed to synthesize it. The reactants are: [CH3:1][N:2]([CH3:17])[S:3]([C:6]1[C:11]([Cl:12])=[CH:10][CH:9]=[C:8]([N+:13]([O-])=O)[C:7]=1[OH:16])(=[O:5])=[O:4]. (5) Given the product [CH3:9][C:6]([CH:2]1[C:3](=[O:4])[N:16]([CH2:15][C:14]2[CH:43]=[CH:44][CH:45]=[C:12]([F:11])[CH:13]=2)[CH2:17][CH2:18][C:19]2[N:20]1[CH:21]=[N:22][CH:23]=2)([CH3:10])[CH2:7][CH3:8], predict the reactants needed to synthesize it. The reactants are: Br[CH:2]([C:6]([CH3:10])([CH3:9])[CH2:7][CH3:8])[C:3](Cl)=[O:4].[F:11][C:12]1[CH:13]=[C:14]([CH:43]=[CH:44][CH:45]=1)[CH2:15][NH:16][CH2:17][CH2:18][C:19]1[N:20]=[CH:21][N:22](C(C2C=CC=CC=2)(C2C=CC=CC=2)C2C=CC=CC=2)[CH:23]=1.CCN(CC)CC. (6) Given the product [CH:13]1([N:10]2[C:8]3[N:9]=[C:4]([C@@H:2]([OH:1])[CH3:3])[NH:5][C:6](=[O:19])[C:7]=3[CH:12]=[N:11]2)[CH2:14][CH2:17][CH2:18]1, predict the reactants needed to synthesize it. The reactants are: [OH:1][C@H:2]([C:4]1[NH:5][C:6](=[O:19])[C:7]2[CH:12]=[N:11][N:10]([CH:13]3[CH2:18][CH2:17]OC[CH2:14]3)[C:8]=2[N:9]=1)[CH3:3].C(O[C@@H](C)C(NC1N(C2CCOCC2)N=CC=1C(=O)N)=O)(=O)C.